Dataset: Full USPTO retrosynthesis dataset with 1.9M reactions from patents (1976-2016). Task: Predict the reactants needed to synthesize the given product. (1) The reactants are: [Cl:1][CH2:2][CH2:3][CH2:4][N:5]1[C:9]2[CH:10]=[CH:11][CH:12]=[CH:13][C:8]=2[N:7]([C:14]2[CH:19]=[CH:18][C:17]([CH3:20])=[CH:16][N:15]=2)[S:6]1(=[O:22])=[O:21].[CH3:23][NH2:24].C(O)C. Given the product [ClH:1].[CH3:23][NH:24][CH2:2][CH2:3][CH2:4][N:5]1[C:9]2[CH:10]=[CH:11][CH:12]=[CH:13][C:8]=2[N:7]([C:14]2[CH:19]=[CH:18][C:17]([CH3:20])=[CH:16][N:15]=2)[S:6]1(=[O:22])=[O:21], predict the reactants needed to synthesize it. (2) Given the product [CH2:1]([C:3]1[CH:11]=[CH:10][CH:9]=[C:8]2[C:4]=1[CH2:5][CH2:6][CH:7]2[NH2:15])[CH3:2], predict the reactants needed to synthesize it. The reactants are: [CH2:1]([C:3]1[CH:11]=[CH:10][CH:9]=[C:8]2[C:4]=1[CH2:5][CH2:6][C:7]2=O)[CH3:2].[BH3-]C#[N:15].[Na+]. (3) Given the product [OH:14][C:13]1[C:12]2[C:7](=[CH:8][CH:9]=[CH:10][CH:11]=2)[NH:6][C:5](=[O:15])[C:4]=1[C:1](=[O:3])[CH:2]=[CH:20][C:19]1[CH:22]=[CH:23][C:24]([O:25][C:26]([F:27])([F:28])[F:29])=[C:17]([Cl:16])[CH:18]=1, predict the reactants needed to synthesize it. The reactants are: [C:1]([C:4]1[C:5](=[O:15])[NH:6][C:7]2[C:12]([C:13]=1[OH:14])=[CH:11][CH:10]=[CH:9][CH:8]=2)(=[O:3])[CH3:2].[Cl:16][C:17]1[CH:18]=[C:19]([CH:22]=[CH:23][C:24]=1[O:25][C:26]([F:29])([F:28])[F:27])[CH:20]=O.N1C=CC=CC=1.N1CCCCC1. (4) Given the product [Cl:26][C:25]1[C:16]([CH2:14][OH:13])=[CH:17][C:18]2[C:23]([CH:24]=1)=[CH:22][CH:21]=[CH:20][C:19]=2[CH2:27][N:28]([CH3:29])[CH3:30], predict the reactants needed to synthesize it. The reactants are: [H-].C([Al+]CC(C)C)C(C)C.C([O:13][C:14]([C:16]1[C:25]([Cl:26])=[CH:24][C:23]2[C:18](=[C:19]([CH2:27][N:28]([CH3:30])[CH3:29])[CH:20]=[CH:21][CH:22]=2)[CH:17]=1)=O)C.O. (5) Given the product [Cl:1][C:2]1[CH:3]=[C:4]([NH:19][C:20]2[C:30]3[CH:29]=[C:28]([C:31]([NH:40][CH2:34][CH:35]4[CH2:36][CH2:37][CH2:38][O:39]4)=[O:32])[CH2:27][CH2:26][NH:25][C:24]=3[N:23]=[CH:22][N:21]=2)[CH:5]=[CH:6][C:7]=1[O:8][C:9]1[CH:14]=[CH:13][CH:12]=[C:11]([C:15]([F:17])([F:18])[F:16])[CH:10]=1, predict the reactants needed to synthesize it. The reactants are: [Cl:1][C:2]1[CH:3]=[C:4]([NH:19][C:20]2[C:30]3[CH:29]=[C:28]([C:31](O)=[O:32])[CH2:27][CH2:26][NH:25][C:24]=3[N:23]=[CH:22][N:21]=2)[CH:5]=[CH:6][C:7]=1[O:8][C:9]1[CH:14]=[CH:13][CH:12]=[C:11]([C:15]([F:18])([F:17])[F:16])[CH:10]=1.[CH2:34]([NH2:40])[CH:35]1[O:39][CH2:38][CH2:37][CH2:36]1.Cl.C(N=C=NCCCN(C)C)C.O.ON1C2C=CC=CC=2N=N1. (6) Given the product [CH2:1]([O:5][CH2:12][CH2:11][C:10]#[C:9][CH2:17][CH:13]=[CH2:14])/[CH:2]=[CH:3]/[CH3:4], predict the reactants needed to synthesize it. The reactants are: [CH2:1]([OH:5])[CH2:2][C:3]#[CH:4].[H-].[Na+].Cl[CH2:9]/[CH:10]=[CH:11]/[CH3:12].[CH2:13]1[CH2:17]OC[CH2:14]1. (7) The reactants are: Cl[C:2]1[C:11]2=[N:12][N:13](CC3C=CC(OC)=CC=3)[CH:14]=[C:10]2[C:9]2[CH:8]=[C:7]([O:24][CH3:25])[CH:6]=[CH:5][C:4]=2[N:3]=1.[CH2:26]([O:28][C:29]1[CH:35]=[CH:34][C:32]([NH2:33])=[CH:31][C:30]=1[O:36][CH3:37])[CH3:27].Cl. Given the product [CH2:26]([O:28][C:29]1[CH:35]=[CH:34][C:32]([NH:33][C:2]2[C:11]3[NH:12][N:13]=[CH:14][C:10]=3[C:9]3[CH:8]=[C:7]([O:24][CH3:25])[CH:6]=[CH:5][C:4]=3[N:3]=2)=[CH:31][C:30]=1[O:36][CH3:37])[CH3:27], predict the reactants needed to synthesize it. (8) Given the product [CH3:31][CH2:30][CH2:29][CH2:28][CH:27]([CH2:26][O:25][C:23]([CH:22]=[CH2:20])=[O:24])[CH2:1][CH3:2].[C:23]([O:25][CH:26]=[CH2:27])(=[O:24])[CH3:22].[C:1]([OH:9])(=[O:8])[CH:2]=[CH2:3], predict the reactants needed to synthesize it. The reactants are: [C:1]([O:9][O:9][C:1](=[O:8])[C:2]1C=CC=C[CH:3]=1)(=[O:8])[C:2]1C=CC=C[CH:3]=1.C(OCCCCCCCCCCCCCCCC(C)C)(=O)[CH:20]([CH2:22][C:23]([O:25][CH2:26][CH2:27][CH2:28][CH2:29][CH2:30][CH2:31]CCCCCCCCCC(C)C)=[O:24])O.CN1S(=O)(=O)C2C=CC=CC=2C(O)=C1C(NC1C=CC=CN=1)=O. (9) The reactants are: [H-].[Na+].[SH:3][C:4]1[O:5][C:6]2[CH:12]=[CH:11][CH:10]=[CH:9][C:7]=2[N:8]=1.CN(C=O)C.CS(O[CH2:23][C:24]1([CH3:35])[O:28][C:27]2=[N:29][C:30]([N+:32]([O-:34])=[O:33])=[CH:31][N:26]2[CH2:25]1)(=O)=O. Given the product [CH3:23][C:24]1([CH2:35][S:3][C:4]2[O:5][C:6]3[CH:12]=[CH:11][CH:10]=[CH:9][C:7]=3[N:8]=2)[O:28][C:27]2=[N:29][C:30]([N+:32]([O-:34])=[O:33])=[CH:31][N:26]2[CH2:25]1, predict the reactants needed to synthesize it. (10) Given the product [Br:17][C:18]1[CH:19]=[CH:20][C:21]([NH:24][C:25]2[O:26][C:27]3[C:33]([CH3:34])=[CH:32][C:31]([CH3:35])=[CH:30][C:28]=3[N:29]=2)=[CH:22][CH:23]=1, predict the reactants needed to synthesize it. The reactants are: C(N1C=CC=CC1=O)(N1C=CC=CC1=O)=S.[Br:17][C:18]1[CH:23]=[CH:22][C:21]([NH:24][C:25]2[O:26][C:27]3[C:33]([CH3:34])=[CH:32][C:31]([CH3:35])=[CH:30][C:28]=3[N:29]=2)=[CH:20][CH:19]=1.BrC1C=CC(N)=CC=1.NC1C=C(C)C=C(C)C=1O.C1(N=C=NC2CCCCC2)CCCCC1.